From a dataset of Catalyst prediction with 721,799 reactions and 888 catalyst types from USPTO. Predict which catalyst facilitates the given reaction. (1) Reactant: [CH2:1]([N:8]1[CH2:13][CH2:12][N:11]([CH2:14][C:15]2[CH:20]=[CH:19][CH:18]=[CH:17][CH:16]=2)[CH2:10][CH:9]1[CH2:21][NH2:22])[C:2]1[CH:7]=[CH:6][CH:5]=[CH:4][CH:3]=1.[S:23](N)([NH2:26])(=[O:25])=[O:24]. The catalyst class is: 12. Product: [CH2:1]([N:8]1[CH2:13][CH2:12][N:11]([CH2:14][C:15]2[CH:20]=[CH:19][CH:18]=[CH:17][CH:16]=2)[CH2:10][CH:9]1[CH2:21][NH:22][S:23]([NH2:26])(=[O:25])=[O:24])[C:2]1[CH:3]=[CH:4][CH:5]=[CH:6][CH:7]=1. (2) Reactant: F[C:2]1[CH:9]=[CH:8][C:5]([CH:6]=[O:7])=[CH:4][C:3]=1[O:10][CH3:11].[F:12][C:13]([F:22])([F:21])[C:14]1[CH:15]=[C:16]([OH:20])[CH:17]=[CH:18][CH:19]=1.C([O-])([O-])=O.[K+].[K+]. Product: [CH3:11][O:10][C:3]1[CH:4]=[C:5]([CH:8]=[CH:9][C:2]=1[O:20][C:16]1[CH:17]=[CH:18][CH:19]=[C:14]([C:13]([F:12])([F:21])[F:22])[CH:15]=1)[CH:6]=[O:7]. The catalyst class is: 3. (3) Reactant: C(O[C:4](=[O:22])[CH:5]([N:7]1[C:12]2[CH:13]=[C:14]([N+:18]([O-:20])=[O:19])[C:15]([CH3:17])=[CH:16][C:11]=2[O:10][CH2:9][C:8]1=S)[CH3:6])C.O.[NH2:24][NH2:25]. Product: [CH3:6][CH:5]1[N:7]2[C:8]([CH2:9][O:10][C:11]3[C:12]2=[CH:13][C:14]([N+:18]([O-:20])=[O:19])=[C:15]([CH3:17])[CH:16]=3)=[N:25][NH:24][C:4]1=[O:22]. The catalyst class is: 14. (4) Reactant: [C:1]([O:5][C:6]([N:8]1[CH2:13][CH2:12][C:11](O)([C:14]2[S:15][CH:16]=[C:17]([CH2:19][O:20][C:21]3[CH:26]=[CH:25][C:24]([S:27]([CH3:30])(=[O:29])=[O:28])=[CH:23][CH:22]=3)[N:18]=2)[CH2:10][CH2:9]1)=[O:7])([CH3:4])([CH3:3])[CH3:2].CCN(S(F)(F)[F:38])CC. Product: [C:1]([O:5][C:6]([N:8]1[CH2:13][CH2:12][C:11]([F:38])([C:14]2[S:15][CH:16]=[C:17]([CH2:19][O:20][C:21]3[CH:26]=[CH:25][C:24]([S:27]([CH3:30])(=[O:29])=[O:28])=[CH:23][CH:22]=3)[N:18]=2)[CH2:10][CH2:9]1)=[O:7])([CH3:4])([CH3:3])[CH3:2]. The catalyst class is: 2. (5) Reactant: [C:1]([C:3]1([NH2:9])[CH2:8][CH2:7][CH2:6][CH2:5][CH2:4]1)#[CH:2].C(N(CC)CC)C.[CH3:17][N:18]=[C:19]=[O:20]. Product: [C:1]([C:3]1([NH:9][C:19]([NH:18][CH3:17])=[O:20])[CH2:8][CH2:7][CH2:6][CH2:5][CH2:4]1)#[CH:2]. The catalyst class is: 10.